This data is from Catalyst prediction with 721,799 reactions and 888 catalyst types from USPTO. The task is: Predict which catalyst facilitates the given reaction. (1) Reactant: [CH:1]1[C:6]([C:7]2[O:17][C:16]3[CH:15]=[C:14]([OH:18])[CH:13]=[CH:12][C:11]=3[C:9](=[O:10])[C:8]=2[OH:19])=[CH:5][C:4]([OH:20])=[C:3]([OH:21])[CH:2]=1.[H-].[Na+].ClC1C=CC(S(O[CH2:35][P:36]([O:41][CH2:42][CH3:43])([O:38][CH2:39][CH3:40])=[O:37])(=O)=O)=CC=1.Cl. Product: [OH:20][C:4]1[CH:5]=[C:6]([C:7]2[O:17][C:16]3[C:11]([C:9](=[O:10])[C:8]=2[O:19][CH2:35][P:36](=[O:37])([O:41][CH2:42][CH3:43])[O:38][CH2:39][CH3:40])=[CH:12][CH:13]=[C:14]([OH:18])[CH:15]=3)[CH:1]=[CH:2][C:3]=1[OH:21]. The catalyst class is: 58. (2) The catalyst class is: 3. Reactant: [CH2:1]([O:8][C:9]1[CH:14]=[CH:13][C:12]([OH:15])=[CH:11][CH:10]=1)[C:2]1[CH:7]=[CH:6][CH:5]=[CH:4][CH:3]=1.[H-].[Na+].[CH3:18][O:19][C:20](=[O:25])[C:21](Br)([CH3:23])[CH3:22]. Product: [CH3:18][O:19][C:20](=[O:25])[C:21]([O:15][C:12]1[CH:11]=[CH:10][C:9]([O:8][CH2:1][C:2]2[CH:3]=[CH:4][CH:5]=[CH:6][CH:7]=2)=[CH:14][CH:13]=1)([CH3:23])[CH3:22]. (3) Reactant: [Br:1][C:2]1[CH:10]=[CH:9][C:5]([C:6](O)=[O:7])=[CH:4][C:3]=1[O:11][CH2:12][C:13]([F:16])([F:15])[F:14].C[N:18](C=O)C.C(Cl)(=O)C(Cl)=O. Product: [Br:1][C:2]1[CH:10]=[CH:9][C:5]([C:6]([NH2:18])=[O:7])=[CH:4][C:3]=1[O:11][CH2:12][C:13]([F:16])([F:15])[F:14]. The catalyst class is: 1.